This data is from Catalyst prediction with 721,799 reactions and 888 catalyst types from USPTO. The task is: Predict which catalyst facilitates the given reaction. (1) The catalyst class is: 3. Reactant: [OH:1][C:2]1[CH:11]=[C:10]2[C:5]([C:6]([O:12][C:13]3[CH:14]=[C:15]4[C:19](=[CH:20][CH:21]=3)[NH:18][CH:17]=[CH:16]4)=[N:7][CH:8]=[N:9]2)=[CH:4][C:3]=1[O:22][CH3:23].C(=O)([O-])[O-].C1(C)C=CC(S([CH2:37][C@@H:38]2[NH:42][C:41](=[O:43])[CH2:40][CH2:39]2)(=O)=O)=CC=1. Product: [NH:18]1[C:19]2[C:15](=[CH:14][C:13]([O:12][C:6]3[C:5]4[C:10](=[CH:11][C:2]([O:1][CH2:37][C@@H:38]5[NH:42][C:41](=[O:43])[CH2:40][CH2:39]5)=[C:3]([O:22][CH3:23])[CH:4]=4)[N:9]=[CH:8][N:7]=3)=[CH:21][CH:20]=2)[CH:16]=[CH:17]1. (2) Reactant: [C:1]([C:3]1[CH:4]=[C:5]([C:16](=[O:26])[C:17]2[CH:22]=[CH:21][C:20]([N+:23]([O-])=O)=[CH:19][CH:18]=2)[N:6]2[C:15]3[C:10](=[CH:11][CH:12]=[CH:13][CH:14]=3)[CH:9]=[CH:8][C:7]=12)#[N:2].C(O)C. Product: [NH2:23][C:20]1[CH:19]=[CH:18][C:17]([C:16]([C:5]2[N:6]3[C:15]4[C:10]([CH:9]=[CH:8][C:7]3=[C:3]([C:1]#[N:2])[CH:4]=2)=[CH:11][CH:12]=[CH:13][CH:14]=4)=[O:26])=[CH:22][CH:21]=1. The catalyst class is: 153. (3) Product: [Br:1][C:2]1[CH:7]=[C:6]([N+:8]([O-:10])=[O:9])[CH:5]=[C:4]([Br:11])[C:3]=1[O:12][CH2:4][CH2:3][CH2:2][CH2:7][CH2:6][CH2:29][N:31]1[C:32](=[O:33])[C:27]2[C:26](=[CH:36][CH:35]=[CH:34][CH:28]=2)[C:13]1=[O:16]. The catalyst class is: 10. Reactant: [Br:1][C:2]1[CH:7]=[C:6]([N+:8]([O-:10])=[O:9])[CH:5]=[C:4]([Br:11])[C:3]=1[OH:12].[C:13](=[O:16])([O-])[O-].[K+].[K+].BrCCCCCC[C:26]1[CH:36]=[CH:35][CH:34]=[C:28]2[C:29]([NH:31][C:32](=[O:33])[C:27]=12)=O. (4) Reactant: Cl.[N+:2]([C:5]1[CH:10]=[CH:9][C:8]([NH:11][C:12]2[CH:17]=[CH:16][N:15]=[C:14]3[NH:18][C:19]([C:21]([O:23][CH2:24][CH3:25])=[O:22])=[CH:20][C:13]=23)=[CH:7][CH:6]=1)([O-])=O.[Sn]. Product: [NH2:2][C:5]1[CH:10]=[CH:9][C:8]([NH:11][C:12]2[CH:17]=[CH:16][N:15]=[C:14]3[NH:18][C:19]([C:21]([O:23][CH2:24][CH3:25])=[O:22])=[CH:20][C:13]=23)=[CH:7][CH:6]=1. The catalyst class is: 8. (5) Reactant: Cl[C:2]1[N:7]=[C:6]([Cl:8])[N:5]=[C:4]([CH3:9])[N:3]=1.CCN(C(C)C)C(C)C.[Cl:19][C:20]1[CH:30]=[CH:29][C:23]([O:24][CH:25]2[CH2:28][NH:27][CH2:26]2)=[C:22]([F:31])[CH:21]=1. Product: [Cl:8][C:6]1[N:7]=[C:2]([N:27]2[CH2:28][CH:25]([O:24][C:23]3[CH:29]=[CH:30][C:20]([Cl:19])=[CH:21][C:22]=3[F:31])[CH2:26]2)[N:3]=[C:4]([CH3:9])[N:5]=1. The catalyst class is: 32. (6) Reactant: [C:1]1([CH2:7][N:8]2[CH2:13][CH2:12][CH:11]([CH:14]=[O:15])[CH2:10][CH2:9]2)[CH:6]=[CH:5][CH:4]=[CH:3][CH:2]=1.[Al]([C:21]#[N:22])(CC)CC. Product: [OH:15][CH:14]([CH:11]1[CH2:12][CH2:13][N:8]([CH2:7][C:1]2[CH:2]=[CH:3][CH:4]=[CH:5][CH:6]=2)[CH2:9][CH2:10]1)[C:21]#[N:22]. The catalyst class is: 1.